This data is from NCI-60 drug combinations with 297,098 pairs across 59 cell lines. The task is: Regression. Given two drug SMILES strings and cell line genomic features, predict the synergy score measuring deviation from expected non-interaction effect. (1) Drug 1: CC1=C2C(C(=O)C3(C(CC4C(C3C(C(C2(C)C)(CC1OC(=O)C(C(C5=CC=CC=C5)NC(=O)OC(C)(C)C)O)O)OC(=O)C6=CC=CC=C6)(CO4)OC(=O)C)O)C)O. Drug 2: COCCOC1=C(C=C2C(=C1)C(=NC=N2)NC3=CC=CC(=C3)C#C)OCCOC.Cl. Cell line: SR. Synergy scores: CSS=50.9, Synergy_ZIP=-2.68, Synergy_Bliss=-5.15, Synergy_Loewe=-47.0, Synergy_HSA=-4.95. (2) Drug 1: CC1=C2C(C(=O)C3(C(CC4C(C3C(C(C2(C)C)(CC1OC(=O)C(C(C5=CC=CC=C5)NC(=O)OC(C)(C)C)O)O)OC(=O)C6=CC=CC=C6)(CO4)OC(=O)C)OC)C)OC. Drug 2: C1=C(C(=O)NC(=O)N1)F. Cell line: NCI-H522. Synergy scores: CSS=63.1, Synergy_ZIP=10.9, Synergy_Bliss=9.96, Synergy_Loewe=-2.06, Synergy_HSA=13.8. (3) Drug 1: CC(C1=C(C=CC(=C1Cl)F)Cl)OC2=C(N=CC(=C2)C3=CN(N=C3)C4CCNCC4)N. Drug 2: CC12CCC3C(C1CCC2=O)CC(=C)C4=CC(=O)C=CC34C. Cell line: SNB-19. Synergy scores: CSS=19.7, Synergy_ZIP=1.36, Synergy_Bliss=1.97, Synergy_Loewe=0.752, Synergy_HSA=2.53. (4) Drug 1: CC12CCC3C(C1CCC2=O)CC(=C)C4=CC(=O)C=CC34C. Drug 2: C1CN(P(=O)(OC1)NCCCl)CCCl. Cell line: ACHN. Synergy scores: CSS=44.9, Synergy_ZIP=0.749, Synergy_Bliss=1.07, Synergy_Loewe=-13.8, Synergy_HSA=0.577. (5) Drug 1: CC(C)(C#N)C1=CC(=CC(=C1)CN2C=NC=N2)C(C)(C)C#N. Drug 2: CC1CCCC2(C(O2)CC(NC(=O)CC(C(C(=O)C(C1O)C)(C)C)O)C(=CC3=CSC(=N3)C)C)C. Cell line: HOP-92. Synergy scores: CSS=18.1, Synergy_ZIP=-3.09, Synergy_Bliss=12.8, Synergy_Loewe=-0.0433, Synergy_HSA=6.93. (6) Drug 1: CC1OCC2C(O1)C(C(C(O2)OC3C4COC(=O)C4C(C5=CC6=C(C=C35)OCO6)C7=CC(=C(C(=C7)OC)O)OC)O)O. Drug 2: COCCOC1=C(C=C2C(=C1)C(=NC=N2)NC3=CC=CC(=C3)C#C)OCCOC.Cl. Cell line: SK-OV-3. Synergy scores: CSS=11.7, Synergy_ZIP=-5.57, Synergy_Bliss=-0.958, Synergy_Loewe=1.17, Synergy_HSA=1.95.